From a dataset of Catalyst prediction with 721,799 reactions and 888 catalyst types from USPTO. Predict which catalyst facilitates the given reaction. (1) The catalyst class is: 8. Product: [C:6]([C:5]1[CH:8]=[CH:9][C:2]([NH:1][CH:20]=[C:15]2[C:16](=[O:17])[O:18][C:11]([CH3:19])([CH3:10])[O:12][C:13]2=[O:14])=[CH:3][CH:4]=1)#[N:7]. Reactant: [NH2:1][C:2]1[CH:9]=[CH:8][C:5]([C:6]#[N:7])=[CH:4][CH:3]=1.[CH3:10][C:11]1([CH3:19])[O:18][C:16](=[O:17])[CH2:15][C:13](=[O:14])[O:12]1.[CH:20]([O-])([O-])OCC. (2) Reactant: [CH:1]1([C:4]2[CH:5]=[C:6]([C:20]([O:22]CC)=[O:21])[C:7]3[C:12]([CH3:13])=[N:11][N:10]([CH:14]4[CH2:19][CH2:18][O:17][CH2:16][CH2:15]4)[C:8]=3[N:9]=2)[CH2:3][CH2:2]1.[OH-].[Na+]. Product: [CH:1]1([C:4]2[CH:5]=[C:6]([C:20]([OH:22])=[O:21])[C:7]3[C:12]([CH3:13])=[N:11][N:10]([CH:14]4[CH2:19][CH2:18][O:17][CH2:16][CH2:15]4)[C:8]=3[N:9]=2)[CH2:2][CH2:3]1. The catalyst class is: 14. (3) Reactant: [C:1]1([C:7]2[O:11][C:10]([CH2:12][CH2:13][C:14]([O:16]C)=[O:15])=[N:9][N:8]=2)[CH:6]=[CH:5][CH:4]=[CH:3][CH:2]=1. Product: [C:1]1([C:7]2[O:11][C:10]([CH2:12][CH2:13][C:14]([OH:16])=[O:15])=[N:9][N:8]=2)[CH:2]=[CH:3][CH:4]=[CH:5][CH:6]=1. The catalyst class is: 562. (4) Reactant: [F:1][C:2]1[CH:7]=[C:6]([F:8])[CH:5]=[C:4]([F:9])[C:3]=1[CH2:10][C:11]([OH:13])=[O:12].I[CH2:15][CH3:16].C(=O)([O-])[O-].[K+].[K+]. Product: [F:1][C:2]1[CH:7]=[C:6]([F:8])[CH:5]=[C:4]([F:9])[C:3]=1[CH2:10][C:11]([O:13][CH2:15][CH3:16])=[O:12]. The catalyst class is: 16. (5) Reactant: [OH:1][C:2]1[CH:3]=[C:4]([N:8]2[C:12]3[CH:13]=[CH:14][CH:15]=[CH:16][C:11]=3[C:10](=[N:17][C:18]3[CH:23]=[CH:22][CH:21]=[C:20]([C:24]([F:27])([F:26])[F:25])[CH:19]=3)[C:9]2=[O:28])[CH:5]=[CH:6][CH:7]=1.C([O-])([O-])=O.[K+].[K+].C1OCCOCCOCCOCCOCCOC1.Cl.Cl[CH2:55][CH2:56][N:57]1[CH2:61][CH2:60][CH2:59][CH2:58]1. Product: [N:57]1([CH2:56][CH2:55][O:1][C:2]2[CH:3]=[C:4]([N:8]3[C:12]4[CH:13]=[CH:14][CH:15]=[CH:16][C:11]=4[C:10](=[N:17][C:18]4[CH:23]=[CH:22][CH:21]=[C:20]([C:24]([F:27])([F:25])[F:26])[CH:19]=4)[C:9]3=[O:28])[CH:5]=[CH:6][CH:7]=2)[CH2:61][CH2:60][CH2:59][CH2:58]1. The catalyst class is: 3. (6) Reactant: [CH3:1][C:2]1[CH:7]=[C:6]([C:8]2[CH:9]=[CH:10][C:11]3[N:17]4[CH2:18][C@H:14]([CH2:15][CH2:16]4)[NH:13][C:12]=3[N:19]=2)[CH:5]=[CH:4][N:3]=1.ClC(Cl)(O[C:24](=[O:30])OC(Cl)(Cl)Cl)Cl.C(N(CC)CC)C.[NH:39]1[C:47]2[C:42](=[N:43][C:44]([NH2:48])=[CH:45][CH:46]=2)[CH:41]=[N:40]1. Product: [CH3:1][C:2]1[CH:7]=[C:6]([C:8]2[CH:9]=[CH:10][C:11]3[N:17]4[CH2:18][C@H:14]([CH2:15][CH2:16]4)[N:13]([C:24]([NH:48][C:44]4[N:43]=[C:42]5[CH:41]=[N:40][NH:39][C:47]5=[CH:46][CH:45]=4)=[O:30])[C:12]=3[N:19]=2)[CH:5]=[CH:4][N:3]=1. The catalyst class is: 56.